The task is: Predict the product of the given reaction.. This data is from Forward reaction prediction with 1.9M reactions from USPTO patents (1976-2016). (1) Given the reactants [Cl:1][C:2]1[CH:7]=[CH:6][C:5]([CH:8]([C:21]2[CH:26]=[CH:25][C:24]([F:27])=[CH:23][CH:22]=2)[C:9]2[C:17]3[C:12](=[C:13]([CH2:18][S:19][CH3:20])[CH:14]=[CH:15][CH:16]=3)[NH:11][CH:10]=2)=[CH:4][C:3]=1[F:28].ClC1C=CC(C(C2C=CC(Cl)=CC=2)C2C3C(=C(CS(C)=[O:48])C=CC=3)NC=2)=CC=1, predict the reaction product. The product is: [Cl:1][C:2]1[CH:7]=[CH:6][C:5]([CH:8]([C:21]2[CH:22]=[CH:23][C:24]([F:27])=[CH:25][CH:26]=2)[C:9]2[C:17]3[C:12](=[C:13]([CH2:18][S:19]([CH3:20])=[O:48])[CH:14]=[CH:15][CH:16]=3)[NH:11][CH:10]=2)=[CH:4][C:3]=1[F:28]. (2) Given the reactants Cl[C:2]1[CH:11]=[CH:10][C:9]2[C:4](=[CH:5][CH:6]=[C:7](Cl)[CH:8]=2)[N:3]=1.[F:13][C:14]1[CH:15]=[C:16]([CH:19]=[CH:20][CH:21]=1)[CH2:17][NH2:18].[N:22]1[CH:27]=[CH:26][CH:25]=[C:24]([CH2:28][NH2:29])[CH:23]=1, predict the reaction product. The product is: [F:13][C:14]1[CH:15]=[C:16]([CH:19]=[CH:20][CH:21]=1)[CH2:17][NH:18][C:2]1[CH:11]=[CH:10][C:9]2[C:4](=[CH:5][CH:6]=[C:7]([NH:29][CH2:28][C:24]3[CH:23]=[N:22][CH:27]=[CH:26][CH:25]=3)[CH:8]=2)[N:3]=1. (3) Given the reactants [CH3:1][C:2]1([CH3:9])[CH2:7][C:6](=O)[CH2:5][CH2:4][O:3]1.C[Si]([N-][Si](C)(C)C)(C)C.[Li+].Cl[C:21](=O)[C:22]([O:24][CH2:25][CH3:26])=[O:23].[CH3:28][NH:29][NH2:30], predict the reaction product. The product is: [CH3:28][N:29]1[C:6]2[CH2:7][C:2]([CH3:9])([CH3:1])[O:3][CH2:4][C:5]=2[C:21]([C:22]([O:24][CH2:25][CH3:26])=[O:23])=[N:30]1. (4) Given the reactants [C:1]([C:3]1[N:7]([CH:8]2[CH2:13][CH2:12][N:11]([C:14]([O:16][CH:17]([CH3:19])[CH3:18])=[O:15])[CH2:10][CH2:9]2)[N:6]=[CH:5][C:4]=1[CH:20]=O)#[N:2].[CH3:22][C:23]1[C:28]([NH2:29])=[CH:27][CH:26]=[CH:25][N:24]=1.ClC(Cl)C.C(N(CC)C(C)C)(C)C.C(O[BH-](OC(=O)C)OC(=O)C)(=O)C.[Na+].[BH4-].[Na+], predict the reaction product. The product is: [C:1]([C:3]1[N:7]([CH:8]2[CH2:13][CH2:12][N:11]([C:14]([O:16][CH:17]([CH3:19])[CH3:18])=[O:15])[CH2:10][CH2:9]2)[N:6]=[CH:5][C:4]=1[CH2:20][NH:29][C:28]1[C:23]([CH3:22])=[N:24][CH:25]=[CH:26][CH:27]=1)#[N:2]. (5) Given the reactants [Cl:1][C:2]1[CH:3]=[C:4]2[C:8](=[CH:9][CH:10]=1)[NH:7][C:6]([CH3:11])=[C:5]2[CH2:12][C:13]([O:15]C)=[O:14].C1COCC1.[OH-].[Li+].Cl, predict the reaction product. The product is: [Cl:1][C:2]1[CH:3]=[C:4]2[C:8](=[CH:9][CH:10]=1)[NH:7][C:6]([CH3:11])=[C:5]2[CH2:12][C:13]([OH:15])=[O:14].